This data is from Full USPTO retrosynthesis dataset with 1.9M reactions from patents (1976-2016). The task is: Predict the reactants needed to synthesize the given product. Given the product [CH:44]1([C@H:40]([NH:39][C:37](=[O:38])[O:36][C:32]([CH3:34])([CH3:33])[CH3:35])[C:41]([NH:22][NH:21][C:19]([C:17]2[CH:18]=[C:13]([C:10]3[CH:11]=[N:12][C:7]([NH:6][C:4]([NH:3][CH2:1][CH3:2])=[O:5])=[CH:8][C:9]=3[C:23]3[S:24][CH:25]=[C:26]([C:28]([F:31])([F:30])[F:29])[N:27]=3)[CH:14]=[N:15][CH:16]=2)=[O:20])=[O:42])[CH2:45][CH2:46][CH2:47][CH2:48][CH2:49]1, predict the reactants needed to synthesize it. The reactants are: [CH2:1]([NH:3][C:4]([NH:6][C:7]1[N:12]=[CH:11][C:10]([C:13]2[CH:14]=[N:15][CH:16]=[C:17]([C:19]([NH:21][NH2:22])=[O:20])[CH:18]=2)=[C:9]([C:23]2[S:24][CH:25]=[C:26]([C:28]([F:31])([F:30])[F:29])[N:27]=2)[CH:8]=1)=[O:5])[CH3:2].[C:32]([O:36][C:37]([NH:39][C@@H:40]([CH:44]1[CH2:49][CH2:48][CH2:47][CH2:46][CH2:45]1)[C:41](O)=[O:42])=[O:38])([CH3:35])([CH3:34])[CH3:33].C(N(C(C)C)CC)(C)C.CN(C(ON1N=NC2C=CC=NC1=2)=[N+](C)C)C.F[P-](F)(F)(F)(F)F.